This data is from Peptide-MHC class I binding affinity with 185,985 pairs from IEDB/IMGT. The task is: Regression. Given a peptide amino acid sequence and an MHC pseudo amino acid sequence, predict their binding affinity value. This is MHC class I binding data. (1) The peptide sequence is APFESEGVL. The MHC is HLA-B07:02 with pseudo-sequence HLA-B07:02. The binding affinity (normalized) is 0.760. (2) The peptide sequence is DWTTERLRW. The MHC is Mamu-B17 with pseudo-sequence Mamu-B17. The binding affinity (normalized) is 0.183. (3) The peptide sequence is SFYADPKRFF. The MHC is HLA-A29:02 with pseudo-sequence HLA-A29:02. The binding affinity (normalized) is 0.649. (4) The peptide sequence is AEKSRGRRI. The MHC is HLA-A02:01 with pseudo-sequence HLA-A02:01. The binding affinity (normalized) is 0.0847. (5) The peptide sequence is LMTFWNPPV. The MHC is HLA-A02:03 with pseudo-sequence HLA-A02:03. The binding affinity (normalized) is 0.813. (6) The binding affinity (normalized) is 0.686. The peptide sequence is RLRDAVAQL. The MHC is HLA-B07:02 with pseudo-sequence HLA-B07:02. (7) The peptide sequence is YRNFSFSLK. The MHC is HLA-A30:01 with pseudo-sequence HLA-A30:01. The binding affinity (normalized) is 0.289. (8) The peptide sequence is MQYEVTQHA. The MHC is HLA-B45:06 with pseudo-sequence HLA-B45:06. The binding affinity (normalized) is 0.238.